Dataset: Full USPTO retrosynthesis dataset with 1.9M reactions from patents (1976-2016). Task: Predict the reactants needed to synthesize the given product. Given the product [N:18]1([C:7]2[CH2:6][CH2:5][N:4]([C:1](=[O:3])[CH3:2])[CH2:9][CH:8]=2)[CH2:22][CH2:21][CH2:20][CH2:19]1, predict the reactants needed to synthesize it. The reactants are: [C:1]([N:4]1[CH2:9][CH2:8][C:7](=O)[CH2:6][CH2:5]1)(=[O:3])[CH3:2].C1(C)C=CC=CC=1.[NH:18]1[CH2:22][CH2:21][CH2:20][CH2:19]1.C1(C)C=CC(S(O)(=O)=O)=CC=1.